This data is from Forward reaction prediction with 1.9M reactions from USPTO patents (1976-2016). The task is: Predict the product of the given reaction. (1) Given the reactants [C:1]([O:5][C:6]([N:8]1[CH2:13][CH:12]([C:14]2[CH:19]=[CH:18][C:17]([CH2:20][C:21]([F:24])([F:23])[F:22])=[CH:16][CH:15]=2)[CH2:11][CH:10]([C:25]([OH:27])=O)[CH2:9]1)=[O:7])([CH3:4])([CH3:3])[CH3:2].CN(C(ON1N=NC2C=CC=NC1=2)=[N+](C)C)C.F[P-](F)(F)(F)(F)F.C(N(CC)C(C)C)(C)C.O[N:62]=[C:63]([O:65][CH2:66][CH3:67])[NH2:64], predict the reaction product. The product is: [CH2:66]([O:65][C:63]1[N:64]=[C:25]([CH:10]2[CH2:11][CH:12]([C:14]3[CH:15]=[CH:16][C:17]([CH2:20][C:21]([F:24])([F:22])[F:23])=[CH:18][CH:19]=3)[CH2:13][N:8]([C:6]([O:5][C:1]([CH3:2])([CH3:4])[CH3:3])=[O:7])[CH2:9]2)[O:27][N:62]=1)[CH3:67]. (2) Given the reactants [CH2:1]([O:3][C:4]([C:6]1([C:9]2[CH:14]=[CH:13][C:12]([C:15]3[CH:20]=[CH:19][C:18]([C:21]4[S:22][C:23]([Cl:29])=[CH:24][C:25]=4C(=O)N)=[CH:17][CH:16]=3)=[CH:11][CH:10]=2)[CH2:8][CH2:7]1)=[O:5])[CH3:2].[N:30]1[CH:35]=CC=CC=1.FC(F)(F)C(OI(C1C=CC=CC=1)OC(=O)C(F)(F)F)=[O:39].[F:57][C:58]1[CH:63]=[C:62]([F:64])[CH:61]=[CH:60][C:59]=1[C@H:65]([OH:67])[CH3:66], predict the reaction product. The product is: [CH2:1]([O:3][C:4]([C:6]1([C:9]2[CH:10]=[CH:11][C:12]([C:15]3[CH:16]=[CH:17][C:18]([C:21]4[S:22][C:23]([Cl:29])=[CH:24][C:25]=4[NH:30][C:35]([O:67][C@@H:65]([C:59]4[CH:60]=[CH:61][C:62]([F:64])=[CH:63][C:58]=4[F:57])[CH3:66])=[O:39])=[CH:19][CH:20]=3)=[CH:13][CH:14]=2)[CH2:8][CH2:7]1)=[O:5])[CH3:2]. (3) Given the reactants Br[C:2]([C@:4]([C:28](=[O:35])[C:29]1[CH:34]=[CH:33][CH:32]=[CH:31][CH:30]=1)([C@@:6]([C:20](=[O:27])[C:21]1[CH:26]=[CH:25][CH:24]=[CH:23][CH:22]=1)([C@:8]([C:12](=[O:19])[C:13]1[CH:18]=[CH:17][CH:16]=[CH:15][CH:14]=1)([CH2:10][OH:11])[OH:9])[OH:7])[OH:5])=[O:3].O, predict the reaction product. The product is: [C:28]([C@@:4]([C@@:6]([C:20](=[O:27])[C:21]1[CH:22]=[CH:23][CH:24]=[CH:25][CH:26]=1)([C@:8]([C:12](=[O:19])[C:13]1[CH:14]=[CH:15][CH:16]=[CH:17][CH:18]=1)([CH2:10][OH:11])[OH:9])[OH:7])([OH:5])[CH:2]=[O:3])(=[O:35])[C:29]1[CH:30]=[CH:31][CH:32]=[CH:33][CH:34]=1. (4) Given the reactants [CH3:1][NH:2][C@H:3]([C:17]([OH:19])=[O:18])[C:4]([CH3:16])([CH3:15])[C:5]1[CH:10]=[CH:9][CH:8]=[C:7]([C:11]([F:14])([F:13])[F:12])[CH:6]=1.F[P-](F)(F)(F)(F)F.N1(O[P+](N2CCCC2)(N2CCCC2)N2CCCC2)C2C=CC=CC=2N=N1.C(N(C(C)C)CC)(C)C.Cl.[CH3:63]/[C:64](=[CH:70]\[C@@H:71]([N:75]([CH3:84])[C:76](=[O:83])[C@H:77]([C:79]([CH3:82])([CH3:81])[CH3:80])[NH2:78])[CH:72]([CH3:74])[CH3:73])/[C:65]([O:67][CH2:68][CH3:69])=[O:66], predict the reaction product. The product is: [CH3:1][NH:2][C@H:3]([C:17]([NH:78][C@H:77]([C:76]([N:75]([C@@H:71]([CH:72]([CH3:73])[CH3:74])/[CH:70]=[C:64](\[CH3:63])/[C:65]([O:67][CH2:68][CH3:69])=[O:66])[CH3:84])=[O:83])[C:79]([CH3:81])([CH3:82])[CH3:80])=[O:19])[C:4]([CH3:15])([CH3:16])[C:5]1[CH:10]=[CH:9][CH:8]=[C:7]([C:11]([F:12])([F:13])[F:14])[CH:6]=1.[CH3:1][NH:2][C@@H:3]([C:17]([NH:78][C@H:77]([C:76]([N:75]([C@@H:71]([CH:72]([CH3:74])[CH3:73])/[CH:70]=[C:64](\[CH3:63])/[C:65]([O:67][CH2:68][CH3:69])=[O:66])[CH3:84])=[O:83])[C:79]([CH3:81])([CH3:80])[CH3:82])=[O:18])[C:4]([CH3:15])([CH3:16])[C:5]1[CH:10]=[CH:9][CH:8]=[C:7]([C:11]([F:12])([F:14])[F:13])[CH:6]=1. (5) Given the reactants Cl[C:2]1[CH:18]=[N:17][C:5]2[S:6][CH2:7][CH2:8][N:9]([C:10]([O:12][C:13]([CH3:16])([CH3:15])[CH3:14])=[O:11])[C:4]=2[CH:3]=1.CC(C1C=C(C(C)C)C(C2C=CC=CC=2P(C2CCCCC2)C2CCCCC2)=C(C(C)C)C=1)C.CC(C)([O-])C.[Na+].[NH:59]1[CH2:64][CH2:63][O:62][CH2:61][CH2:60]1, predict the reaction product. The product is: [O:62]1[CH2:63][CH2:64][N:59]([C:2]2[CH:18]=[N:17][C:5]3[S:6][CH2:7][CH2:8][N:9]([C:10]([O:12][C:13]([CH3:16])([CH3:15])[CH3:14])=[O:11])[C:4]=3[CH:3]=2)[CH2:60][CH2:61]1. (6) Given the reactants Br[C:2]1[N:6]([CH3:7])[CH:5]=[N:4][C:3]=1[C:8]1[CH:13]=[C:12]([C:14]#[N:15])[CH:11]=[CH:10][N:9]=1.[F:16][C:17]1[C:26]2[C:21](=[CH:22][CH:23]=[CH:24][CH:25]=2)[C:20](B(O)O)=[CH:19][CH:18]=1, predict the reaction product. The product is: [F:16][C:17]1[C:26]2[C:21](=[CH:22][CH:23]=[CH:24][CH:25]=2)[C:20]([C:2]2[N:6]([CH3:7])[CH:5]=[N:4][C:3]=2[C:8]2[CH:13]=[C:12]([C:14]#[N:15])[CH:11]=[CH:10][N:9]=2)=[CH:19][CH:18]=1. (7) Given the reactants C(OC([N:8]1[C@@H:13]([C:14]2[CH:19]=[CH:18][CH:17]=[CH:16][CH:15]=2)[C@@H:12]([C:20]2[CH:25]=[CH:24][CH:23]=[CH:22][CH:21]=2)[O:11][C:10](=[O:26])[C@@H:9]1[CH2:27][C:28]1[C:33]([F:34])=[CH:32][CH:31]=[CH:30][C:29]=1[F:35])=O)(C)(C)C.FC(F)(F)C(O)=O.C(N(CC)CC)C, predict the reaction product. The product is: [F:34][C:33]1[CH:32]=[CH:31][CH:30]=[C:29]([F:35])[C:28]=1[CH2:27][C@@H:9]1[NH:8][C@@H:13]([C:14]2[CH:19]=[CH:18][CH:17]=[CH:16][CH:15]=2)[C@@H:12]([C:20]2[CH:21]=[CH:22][CH:23]=[CH:24][CH:25]=2)[O:11][C:10]1=[O:26]. (8) Given the reactants [C:1]1([C:7]([C:9]2[NH:17][C:12]3=[CH:13][N:14]=[CH:15][CH:16]=[C:11]3[CH:10]=2)=O)[CH:6]=[CH:5][CH:4]=[CH:3][CH:2]=1.Cl.[NH2:19][NH:20][C:21]([NH2:23])=[O:22].C(=O)([O-])[O-].[K+].[K+].O, predict the reaction product. The product is: [C:1]1([C:7]([C:9]2[NH:17][C:12]3=[CH:13][N:14]=[CH:15][CH:16]=[C:11]3[CH:10]=2)=[N:19][NH:20][C:21]([NH2:23])=[O:22])[CH:6]=[CH:5][CH:4]=[CH:3][CH:2]=1.